Task: Predict the reaction yield, written as a fraction of the theoretical maximum amount of product (1.0 means a 100% yield; for example, 0.34 means a 34% yield).. Dataset: Reaction yield outcomes from USPTO patents with 853,638 reactions (1) The reactants are [CH3:1][N:2]([CH:10]1[CH2:15][CH2:14][N:13]([CH3:16])[CH2:12][CH2:11]1)[C:3]1[CH:8]=[CH:7][CH:6]=[C:5]([NH2:9])[N:4]=1.[Cl:17][C:18]1[CH:26]=[CH:25][CH:24]=[C:23]([F:27])[C:19]=1[C:20](Cl)=[O:21]. The catalyst is O1CCOCC1. The product is [ClH:17].[Cl:17][C:18]1[CH:26]=[CH:25][CH:24]=[C:23]([F:27])[C:19]=1[C:20]([NH:9][C:5]1[CH:6]=[CH:7][CH:8]=[C:3]([N:2]([CH3:1])[CH:10]2[CH2:15][CH2:14][N:13]([CH3:16])[CH2:12][CH2:11]2)[N:4]=1)=[O:21]. The yield is 0.830. (2) The reactants are [C:1]([O:5][C:6]([N:8]1[CH2:17][CH2:16][C:15]2[C:10](=[CH:11][CH:12]=[C:13]([O:18][CH3:19])[CH:14]=2)[CH:9]1[C:20](O)=[O:21])=[O:7])([CH3:4])([CH3:3])[CH3:2].[F:23][C:24]1[CH:25]=[C:26]([CH:28]=[C:29]([F:37])[C:30]=1[C:31]([CH3:36])([CH3:35])[CH2:32][O:33][CH3:34])[NH2:27].CCN(C(C)C)C(C)C.C(P1(=O)OP(CCC)(=O)OP(CCC)(=O)O1)CC. The catalyst is CN(C1C=CN=CC=1)C.C(OCC)(=O)C.O. The product is [F:23][C:24]1[CH:25]=[C:26]([NH:27][C:20]([CH:9]2[C:10]3[C:15](=[CH:14][C:13]([O:18][CH3:19])=[CH:12][CH:11]=3)[CH2:16][CH2:17][N:8]2[C:6]([O:5][C:1]([CH3:4])([CH3:3])[CH3:2])=[O:7])=[O:21])[CH:28]=[C:29]([F:37])[C:30]=1[C:31]([CH3:35])([CH3:36])[CH2:32][O:33][CH3:34]. The yield is 0.399. (3) The reactants are [Cl:1][C:2]1[N:6]([C:7]2[CH:12]=[CH:11][CH:10]=[CH:9][CH:8]=2)[N:5]=[N:4][N:3]=1.[N+:13]([O-])([OH:15])=[O:14]. No catalyst specified. The product is [Cl:1][C:2]1[N:6]([C:7]2[CH:12]=[CH:11][C:10]([N+:13]([O-:15])=[O:14])=[CH:9][CH:8]=2)[N:5]=[N:4][N:3]=1. The yield is 0.870. (4) The reactants are [N+:1]([C:4]1[CH:13]=[C:12]2[C:7]([CH2:8][CH2:9][CH2:10][C:11]2=[N:14]O)=[CH:6][CH:5]=1)([O-])=O. The catalyst is CO. The product is [CH:11]1([NH2:14])[C:12]2[C:7](=[CH:6][CH:5]=[C:4]([NH2:1])[CH:13]=2)[CH2:8][CH2:9][CH2:10]1. The yield is 0.960. (5) The reactants are [F:1][C:2]1[CH:7]=[CH:6][C:5]([C:8]2[CH:9]=[N:10][C:11]([N:14]3[CH2:19][CH2:18][N:17]([S:20]([CH2:23][C@H:24]([CH:29]([CH3:31])C)[C:25]([NH:27][OH:28])=[O:26])(=[O:22])=[O:21])[CH2:16][CH2:15]3)=[N:12][CH:13]=2)=[CH:4][CH:3]=1.F[C:33]1[CH:38]=CC(C2C=NC(N3CCN(S(CC4(C(O)=O)CCCCC4)(=O)=O)CC3)=NC=2)=C[CH:34]=1. No catalyst specified. The product is [OH:28][NH:27][C:25]([C:24]1([CH2:23][S:20]([N:17]2[CH2:18][CH2:19][N:14]([C:11]3[N:10]=[CH:9][C:8]([C:5]4[CH:6]=[CH:7][C:2]([F:1])=[CH:3][CH:4]=4)=[CH:13][N:12]=3)[CH2:15][CH2:16]2)(=[O:21])=[O:22])[CH2:38][CH2:33][CH2:34][CH2:31][CH2:29]1)=[O:26]. The yield is 0.180. (6) The reactants are [C:1]([C:5]1[O:9][N:8]=[C:7]([NH:10][C:11]([NH:13][C:14]2[CH:19]=[CH:18][CH:17]=[C:16]([S:20][C:21]3[C:30]4[C:25](=[CH:26][C:27]([O:33][CH2:34][CH2:35][CH2:36]Cl)=[C:28]([O:31][CH3:32])[CH:29]=4)[N:24]=[CH:23][N:22]=3)[CH:15]=2)=[O:12])[CH:6]=1)([CH3:4])([CH3:3])[CH3:2].[NH:38]1[CH2:43][CH2:42][CH:41]([CH2:44][OH:45])[CH2:40][CH2:39]1. No catalyst specified. The product is [C:1]([C:5]1[O:9][N:8]=[C:7]([NH:10][C:11]([NH:13][C:14]2[CH:19]=[CH:18][CH:17]=[C:16]([S:20][C:21]3[C:30]4[C:25](=[CH:26][C:27]([O:33][CH2:34][CH2:35][CH2:36][N:38]5[CH2:43][CH2:42][CH:41]([CH2:44][OH:45])[CH2:40][CH2:39]5)=[C:28]([O:31][CH3:32])[CH:29]=4)[N:24]=[CH:23][N:22]=3)[CH:15]=2)=[O:12])[CH:6]=1)([CH3:4])([CH3:3])[CH3:2]. The yield is 0.210. (7) The reactants are [F:1][C:2]([F:7])([F:6])[C:3]([OH:5])=[O:4].[C:8]1([C:14]2[CH:19]=[C:18]([CH:20]3[CH2:25][CH2:24][NH:23][CH2:22][CH2:21]3)[CH:17]=[CH:16][C:15]=2[NH:26][C:27]([C:29]2[NH:30][CH:31]=[C:32]([C:34]#[N:35])[N:33]=2)=[O:28])[CH2:13][CH2:12][CH2:11][CH2:10][CH:9]=1.Cl.[N:37]1[CH:42]=[CH:41][CH:40]=[CH:39][C:38]=1[CH2:43][C:44](O)=[O:45].CCN=C=NCCCN(C)C.C1C=CC2N(O)N=NC=2C=1.CCN(C(C)C)C(C)C. The catalyst is O.CN(C=O)C. The product is [F:1][C:2]([F:7])([F:6])[C:3]([OH:5])=[O:4].[C:8]1([C:14]2[CH:19]=[C:18]([CH:20]3[CH2:21][CH2:22][N:23]([C:44](=[O:45])[CH2:43][C:38]4[CH:39]=[CH:40][CH:41]=[CH:42][N:37]=4)[CH2:24][CH2:25]3)[CH:17]=[CH:16][C:15]=2[NH:26][C:27]([C:29]2[NH:30][CH:31]=[C:32]([C:34]#[N:35])[N:33]=2)=[O:28])[CH2:13][CH2:12][CH2:11][CH2:10][CH:9]=1. The yield is 0.700. (8) The reactants are O=[C:2]1[CH:7]=[CH:6][NH:5][C:4]([NH:8][C:9]2[CH:16]=[CH:15][C:12]([C:13]#[N:14])=[CH:11][CH:10]=2)=[N:3]1.O=P(Cl)(Cl)[Cl:19]. No catalyst specified. The product is [Cl:19][C:2]1[CH:7]=[CH:6][N:5]=[C:4]([NH:8][C:9]2[CH:16]=[CH:15][C:12]([C:13]#[N:14])=[CH:11][CH:10]=2)[N:3]=1. The yield is 0.772.